This data is from Forward reaction prediction with 1.9M reactions from USPTO patents (1976-2016). The task is: Predict the product of the given reaction. (1) Given the reactants [Br:1][C:2]1[CH:7]=[CH:6][CH:5]=[CH:4][C:3]=1[C:8]1[C:9]2[CH:16]=[C:15]([CH2:17][O:18][C:19]3[CH:24]=[CH:23][C:22]([C@@H:25]([C:32]#[C:33][CH3:34])[CH2:26][C:27]([O:29]CC)=[O:28])=[CH:21][CH:20]=3)[CH:14]=[CH:13][C:10]=2[S:11][CH:12]=1.[Li+].[OH-].Cl, predict the reaction product. The product is: [Br:1][C:2]1[CH:7]=[CH:6][CH:5]=[CH:4][C:3]=1[C:8]1[C:9]2[CH:16]=[C:15]([CH2:17][O:18][C:19]3[CH:20]=[CH:21][C:22]([C@@H:25]([C:32]#[C:33][CH3:34])[CH2:26][C:27]([OH:29])=[O:28])=[CH:23][CH:24]=3)[CH:14]=[CH:13][C:10]=2[S:11][CH:12]=1. (2) Given the reactants [CH:1](=[O:5])/[CH:2]=[CH:3]/[CH3:4].[CH2:6]([N:13]1[C:21]2[C:16](=[CH:17][CH:18]=[CH:19][CH:20]=2)[CH:15]=[CH:14]1)[C:7]1[CH:12]=[CH:11][CH:10]=[CH:9][CH:8]=1.[N+](C1C=C([N+]([O-])=O)C=CC=1C(O)=O)([O-])=O.C([C@@H]1N[C@H](C(C)(C)C)N(C)C1=O)C1C=CC=CC=1, predict the reaction product. The product is: [CH2:6]([N:13]1[C:21]2[C:16](=[CH:17][CH:18]=[CH:19][CH:20]=2)[C:15]([C@H:3]([CH3:4])[CH2:2][CH:1]=[O:5])=[CH:14]1)[C:7]1[CH:12]=[CH:11][CH:10]=[CH:9][CH:8]=1. (3) Given the reactants [Br:1][C:2]1[CH:3]=[C:4]([CH:8]2[C:12]3[NH:13][C:14]([C:16]([O:18]C)=[O:17])=[CH:15][C:11]=3[CH2:10][CH2:9]2)[CH:5]=[CH:6][CH:7]=1.[OH-].[Li+].CO, predict the reaction product. The product is: [Br:1][C:2]1[CH:3]=[C:4]([CH:8]2[C:12]3[NH:13][C:14]([C:16]([OH:18])=[O:17])=[CH:15][C:11]=3[CH2:10][CH2:9]2)[CH:5]=[CH:6][CH:7]=1. (4) Given the reactants Cl.[F:2][C:3]1([F:23])[O:7][C:6]2[CH:8]=[CH:9][C:10]([CH:12]([N:16]3[CH2:21][CH2:20][N:19]([CH3:22])[CH2:18][CH2:17]3)[C:13]([OH:15])=O)=[CH:11][C:5]=2[O:4]1.C1C=CC2N(O)N=NC=2C=1.O.C1CCC(N=C=NC2CCCCC2)CC1.CN1C2C=CC(Cl)=CC=2C(C2C=CC=CC=2)=NCC1=O.[F:70][C:71]([F:85])([F:84])[C:72]1[CH:73]=[C:74]([NH:82][NH2:83])[CH:75]=[C:76]([C:78]([F:81])([F:80])[F:79])[CH:77]=1.[N-]=C=O.C(O)C(N)(CO)CO, predict the reaction product. The product is: [F:70][C:71]([F:84])([F:85])[C:72]1[CH:73]=[C:74]([NH:82][NH:83][C:13](=[O:15])[CH:12]([C:10]2[C:11]3[O:7][C:3]([F:2])([F:23])[O:4][C:5]=3[CH:6]=[CH:8][CH:9]=2)[N:16]2[CH2:21][CH2:20][N:19]([CH3:22])[CH2:18][CH2:17]2)[CH:75]=[C:76]([C:78]([F:81])([F:79])[F:80])[CH:77]=1. (5) Given the reactants [N:1]1[C:5]2[CH:6]=[CH:7][C:8]([C:10]([OH:12])=O)=[CH:9][C:4]=2[NH:3][CH:2]=1.[NH2:13][C:14]1[CH:19]=[CH:18][CH:17]=[CH:16][CH:15]=1, predict the reaction product. The product is: [C:14]1([NH:13][C:10]([C:8]2[CH:7]=[CH:6][C:5]3[NH:1][CH:2]=[N:3][C:4]=3[CH:9]=2)=[O:12])[CH:19]=[CH:18][CH:17]=[CH:16][CH:15]=1. (6) Given the reactants [CH:1]1[C:13]2[C:12](=O)[C:11]3[C:6](=[CH:7][CH:8]=[CH:9][CH:10]=3)[C:5]=2[C:4](C(Cl)=O)=[CH:3][CH:2]=1.C(N(CC)CC)C.[O:25]1CCCC1, predict the reaction product. The product is: [C:1]1(=[O:25])[C:13]2[C:5]([C:6]3[C:11]([CH:12]=2)=[CH:10][CH:9]=[CH:8][CH:7]=3)=[CH:4][CH:3]=[CH:2]1. (7) Given the reactants [OH:1][CH:2]1[C:7]([O:10][CH3:11])([O:8][CH3:9])[CH2:6][CH2:5][N:4]([C:12]([O:14][C:15]([CH3:18])([CH3:17])[CH3:16])=[O:13])[CH2:3]1.[H-].[Na+].[CH2:21](Cl)[CH:22]=[CH:23][CH3:24], predict the reaction product. The product is: [CH2:21]([O:1][CH:2]1[C:7]([O:8][CH3:9])([O:10][CH3:11])[CH2:6][CH2:5][N:4]([C:12]([O:14][C:15]([CH3:18])([CH3:17])[CH3:16])=[O:13])[CH2:3]1)/[CH:22]=[CH:23]/[CH3:24]. (8) Given the reactants [F:1][C:2]([F:10])([F:9])[CH2:3][CH2:4][CH2:5][C:6]([OH:8])=O.Cl.[CH3:12][NH:13][C@@H:14]([CH2:19][CH2:20][CH:21]=[CH2:22])[C:15]([O:17][CH3:18])=[O:16], predict the reaction product. The product is: [F:9][C:2]([F:1])([F:10])[CH2:3][CH2:4][CH2:5][C:6]([N:13]([C@@H:14]([CH2:19][CH2:20][CH:21]=[CH2:22])[C:15]([O:17][CH3:18])=[O:16])[CH3:12])=[O:8].